Dataset: Buchwald-Hartwig C-N cross coupling reaction yields with 55,370 reactions. Task: Predict the reaction yield, written as a fraction of the theoretical maximum amount of product (1.0 means a 100% yield; for example, 0.34 means a 34% yield). (1) The reactants are COc1ccc(I)cc1.Cc1ccc(N)cc1.O=S(=O)(O[Pd]1c2ccccc2-c2ccccc2N~1)C(F)(F)F.CC(C)c1cc(C(C)C)c(-c2ccccc2P(C2CCCCC2)C2CCCCC2)c(C(C)C)c1.CCN=P(N=P(N(C)C)(N(C)C)N(C)C)(N(C)C)N(C)C.CCOC(=O)c1cnoc1. No catalyst specified. The product is COc1ccc(Nc2ccc(C)cc2)cc1. The yield is 0. (2) The reactants are Brc1cccnc1.Cc1ccc(N)cc1.O=S(=O)(O[Pd]1c2ccccc2-c2ccccc2N~1)C(F)(F)F.COc1ccc(OC)c(P([C@]23C[C@H]4C[C@H](C[C@H](C4)C2)C3)[C@]23C[C@H]4C[C@H](C[C@H](C4)C2)C3)c1-c1c(C(C)C)cc(C(C)C)cc1C(C)C.CN1CCCN2CCCN=C12.CCOC(=O)c1ccon1. No catalyst specified. The product is Cc1ccc(Nc2cccnc2)cc1. The yield is 0.900. (3) The reactants are CCc1ccc(Cl)cc1.Cc1ccc(N)cc1.O=S(=O)(O[Pd]1c2ccccc2-c2ccccc2N~1)C(F)(F)F.COc1ccc(OC)c(P(C(C)(C)C)C(C)(C)C)c1-c1c(C(C)C)cc(C(C)C)cc1C(C)C.CCN=P(N=P(N(C)C)(N(C)C)N(C)C)(N(C)C)N(C)C.c1ccc(CN(Cc2ccccc2)c2ccon2)cc1. No catalyst specified. The product is CCc1ccc(Nc2ccc(C)cc2)cc1. The yield is 0.0944.